Task: Predict the reaction yield, written as a fraction of the theoretical maximum amount of product (1.0 means a 100% yield; for example, 0.34 means a 34% yield).. Dataset: Reaction yield outcomes from USPTO patents with 853,638 reactions (1) The reactants are [H-].[H-].[H-].[H-].[Li+].[Al+3].[CH2:7]([NH:25][C:26](=O)[CH2:27][CH2:28][C:29](O)=[O:30])[CH2:8][CH2:9][CH2:10][CH2:11][CH2:12][CH2:13][CH2:14][CH2:15][CH2:16][CH2:17][CH2:18][CH2:19][CH2:20][CH2:21][CH2:22][CH2:23][CH3:24]. The catalyst is CCOCC. The product is [CH2:7]([NH:25][CH2:26][CH2:27][CH2:28][CH2:29][OH:30])[CH2:8][CH2:9][CH2:10][CH2:11][CH2:12][CH2:13][CH2:14][CH2:15][CH2:16][CH2:17][CH2:18][CH2:19][CH2:20][CH2:21][CH2:22][CH2:23][CH3:24]. The yield is 0.840. (2) The reactants are [Br:1][C:2]1[CH:14]=[CH:13][C:5]([O:6][CH2:7][CH2:8][CH2:9][C:10](Cl)=[O:11])=[CH:4][CH:3]=1.[Al+3].[Cl-].[Cl-].[Cl-]. The catalyst is C(Cl)Cl. The product is [Br:1][C:2]1[CH:14]=[CH:13][C:5]2[O:6][CH2:7][CH2:8][CH2:9][C:10](=[O:11])[C:4]=2[CH:3]=1. The yield is 0.960. (3) The reactants are [CH3:1][S:2](Cl)(=[O:4])=[O:3].[F:6][C:7]([F:22])([F:21])[C:8]1[CH:9]=[CH:10][C:11]([CH:14]2[CH2:19][CH:18]([OH:20])[CH2:17][CH2:16][O:15]2)=[N:12][CH:13]=1. The catalyst is C(Cl)Cl. The product is [CH3:1][S:2]([O:20][CH:18]1[CH2:17][CH2:16][O:15][CH:14]([C:11]2[CH:10]=[CH:9][C:8]([C:7]([F:6])([F:21])[F:22])=[CH:13][N:12]=2)[CH2:19]1)(=[O:4])=[O:3]. The yield is 0.760. (4) The reactants are [CH2:1]([C:4]1[CH:9]=[C:8]([F:10])[CH:7]=[C:6]([C:11]2[CH:16]=[CH:15][CH:14]=[CH:13][C:12]=2[C:17]2[CH:22]=[CH:21][CH:20]=[CH:19][CH:18]=2)[C:5]=1[OH:23])[CH:2]=[CH2:3]. The catalyst is C(Cl)Cl.CC1C=CC=CC=1[P](C1C=CC=CC=1C)([Pd](Cl)(Cl)[P](C1=C(C)C=CC=C1)(C1C=CC=CC=1C)C1C=CC=CC=1C)C1C=CC=CC=1C. The product is [F:10][C:8]1[CH:7]=[C:6]([C:11]2[CH:16]=[CH:15][CH:14]=[CH:13][C:12]=2[C:17]2[CH:18]=[CH:19][CH:20]=[CH:21][CH:22]=2)[C:5]([OH:23])=[C:4]([CH:1]=[CH:2][CH3:3])[CH:9]=1. The yield is 0.930.